The task is: Predict the product of the given reaction.. This data is from Forward reaction prediction with 1.9M reactions from USPTO patents (1976-2016). (1) The product is: [Br:20][C:21]1[CH:22]=[C:23]2[N:29]([C:2]3[C:11]4[C:6](=[CH:7][CH:8]=[CH:9][C:10]=4[F:12])[N:5]=[C:4]([C:13]4[CH:18]=[CH:17][CH:16]=[CH:15][N:14]=4)[C:3]=3[CH3:19])[CH2:28][C:27]([CH3:31])([CH3:30])[C:24]2=[N:25][CH:26]=1. Given the reactants Cl[C:2]1[C:11]2[C:6](=[CH:7][CH:8]=[CH:9][C:10]=2[F:12])[N:5]=[C:4]([C:13]2[CH:18]=[CH:17][CH:16]=[CH:15][N:14]=2)[C:3]=1[CH3:19].[Br:20][C:21]1[CH:22]=[C:23]2[NH:29][CH2:28][C:27]([CH3:31])([CH3:30])[C:24]2=[N:25][CH:26]=1.[H-].[Na+], predict the reaction product. (2) The product is: [OH:11][C:3]1[CH:2]=[N:1][C:10]2[C:5]([C:4]=1[CH:17]=[O:12])=[CH:6][CH:7]=[CH:8][CH:9]=2. Given the reactants [N:1]1[C:10]2[C:5](=[CH:6][CH:7]=[CH:8][CH:9]=2)[CH:4]=[C:3]([OH:11])[CH:2]=1.[OH-:12].[Na+].ClCCl.[CH3:17]O, predict the reaction product. (3) Given the reactants [CH3:1][CH:2]1[CH2:7][CH2:6][CH:5]([CH2:8][OH:9])[CH2:4][CH2:3]1.CC(OI1(OC(C)=O)(OC(C)=O)OC(=O)C2C=CC=CC1=2)=O, predict the reaction product. The product is: [CH3:1][CH:2]1[CH2:7][CH2:6][CH:5]([CH:8]=[O:9])[CH2:4][CH2:3]1. (4) Given the reactants C([O:4][C:5]1[CH:10]=[C:9]([F:11])[CH:8]=[CH:7][C:6]=1[Br:12])C=C.[C:13]1(C)[CH:18]=C(C)C=C(C)[CH:14]=1, predict the reaction product. The product is: [CH2:18]([C:10]1[C:9]([F:11])=[CH:8][CH:7]=[C:6]([Br:12])[C:5]=1[OH:4])[CH:13]=[CH2:14].